Dataset: Forward reaction prediction with 1.9M reactions from USPTO patents (1976-2016). Task: Predict the product of the given reaction. (1) Given the reactants [CH2:1]([S:3][CH:4]=[CH:5][C:6]([OH:8])=O)[CH3:2].S(Cl)(Cl)=O.C[N:14]([CH:16]=O)C.[C:18]1(C)[CH:23]=[CH:22]C=[CH:20][CH:19]=1, predict the reaction product. The product is: [CH2:1]([S:3][CH:4]=[CH:5][C:6]([NH:14][C:16]1[CH:22]=[CH:23][CH:18]=[CH:19][CH:20]=1)=[O:8])[CH3:2]. (2) The product is: [CH3:1][N:2]1[C:7]([CH3:8])=[CH:6][C:5]([OH:9])=[C:4]([C:10]([NH:16][C:17]2[N:21]=[CH:20][NH:19][N:18]=2)=[O:11])[C:3]1=[O:15]. Given the reactants [CH3:1][N:2]1[C:7]([CH3:8])=[CH:6][C:5]([OH:9])=[C:4]([C:10](OCC)=[O:11])[C:3]1=[O:15].[NH2:16][C:17]1[N:21]=[CH:20][NH:19][N:18]=1.BrC1C=CC=CC=1, predict the reaction product. (3) The product is: [OH:26][C:24]([CH3:27])([CH3:25])[CH2:23][O:22][C:21]1[CH:28]=[CH:29][C:18]([N:12]2[CH:13]=[CH:14][N:15]=[C:10]([S:9][CH2:8][CH2:7][C:2]3[CH:3]=[CH:4][CH:5]=[CH:6][N:1]=3)[C:11]2=[O:16])=[CH:19][C:20]=1[CH3:30]. Given the reactants [N:1]1[CH:6]=[CH:5][CH:4]=[CH:3][C:2]=1[CH2:7][CH2:8][S:9][C:10]1[C:11](=[O:16])[NH:12][CH:13]=[CH:14][N:15]=1.Br[C:18]1[CH:29]=[CH:28][C:21]([O:22][CH2:23][C:24]([CH3:27])([OH:26])[CH3:25])=[C:20]([CH3:30])[CH:19]=1.CNCCNC.[O-]P([O-])([O-])=O.[K+].[K+].[K+], predict the reaction product. (4) Given the reactants [C:1]1(=[O:39])[N:5]([CH2:6][C:7](=[O:33])[CH2:8][NH:9][C@@H:10]([C:14]2[N:23]([CH2:24][C:25]3[CH:30]=[CH:29][CH:28]=[CH:27][CH:26]=3)[C:22](=[O:31])[C:21]3[C:16](=[CH:17][C:18]([Cl:32])=[CH:19][CH:20]=3)[N:15]=2)[CH:11]([CH3:13])[CH3:12])[C:4](=[O:34])[C:3]2=[CH:35][CH:36]=[CH:37][CH:38]=[C:2]12.CCN(CC)CC.[C:47]1([CH3:56])[C:48]([C:53](Cl)=[O:54])=[CH:49][CH:50]=[CH:51][CH:52]=1, predict the reaction product. The product is: [C:47]1([CH3:56])[C:48]([C:53]([N:9]([CH2:8][C:7](=[O:33])[CH2:6][N:5]2[C:4](=[O:34])[C:3]3=[CH:35][CH:36]=[CH:37][CH:38]=[C:2]3[C:1]2=[O:39])[C@@H:10]([C:14]2[N:23]([CH2:24][C:25]3[CH:26]=[CH:27][CH:28]=[CH:29][CH:30]=3)[C:22](=[O:31])[C:21]3[C:16](=[CH:17][C:18]([Cl:32])=[CH:19][CH:20]=3)[N:15]=2)[CH:11]([CH3:13])[CH3:12])=[O:54])=[CH:49][CH:50]=[CH:51][CH:52]=1. (5) Given the reactants [N+:1]([C:4]1[CH:9]=[CH:8][CH:7]=[CH:6][C:5]=1[S:10]([NH:13][CH2:14][CH2:15][N:16]([C:21](=[O:32])[CH2:22][N:23]1[CH:31]=[C:29]([CH3:30])[C:27](=[O:28])[NH:26][C:24]1=[O:25])[CH2:17][C:18](O)=[O:19])(=[O:12])=[O:11])([O-:3])=[O:2].CN1CCOCC1.O, predict the reaction product. The product is: [N+:1]([C:4]1[CH:9]=[CH:8][CH:7]=[CH:6][C:5]=1[S:10]([N:13]1[CH2:14][CH2:15][N:16]([C:21](=[O:32])[CH2:22][N:23]2[CH:31]=[C:29]([CH3:30])[C:27](=[O:28])[NH:26][C:24]2=[O:25])[CH2:17][C:18]1=[O:19])(=[O:11])=[O:12])([O-:3])=[O:2].